From a dataset of Full USPTO retrosynthesis dataset with 1.9M reactions from patents (1976-2016). Predict the reactants needed to synthesize the given product. (1) Given the product [C:12]([N:8]([C:6]([O:5][C:1]([CH3:4])([CH3:3])[CH3:2])=[O:7])[C:9]([NH:11][S:28]([C:27]([F:40])([F:39])[F:26])(=[O:30])=[O:29])=[NH:10])([O:14][C:15]([CH3:18])([CH3:17])[CH3:16])=[O:13], predict the reactants needed to synthesize it. The reactants are: [C:1]([O:5][C:6]([N:8]([C:12]([O:14][C:15]([CH3:18])([CH3:17])[CH3:16])=[O:13])[C:9]([NH2:11])=[NH:10])=[O:7])([CH3:4])([CH3:3])[CH3:2].C(N(CC)CC)C.[F:26][C:27]([F:40])([F:39])[S:28](O[S:28]([C:27]([F:40])([F:39])[F:26])(=[O:30])=[O:29])(=[O:30])=[O:29]. (2) The reactants are: Cl.[F:2][CH2:3][CH2:4][NH:5][CH3:6].C(N(C(C)C)CC)(C)C.Cl[C:17](=[O:22])[C:18]([O:20][CH3:21])=[O:19]. Given the product [F:2][CH2:3][CH2:4][N:5]([CH3:6])[C:17](=[O:22])[C:18]([O:20][CH3:21])=[O:19], predict the reactants needed to synthesize it. (3) Given the product [OH:1][C:2]1[CH:3]=[CH:4][C:5]([CH:8]([CH3:12])[C:9]([N:43]2[CH2:44][CH2:45][CH:40]([O:39][CH2:38][C:15]3[N:16]=[CH:17][NH:18][C:14]=3[CH3:13])[CH2:41][CH2:42]2)=[O:11])=[CH:6][CH:7]=1, predict the reactants needed to synthesize it. The reactants are: [OH:1][C:2]1[CH:7]=[CH:6][C:5]([CH:8]([CH3:12])[C:9]([OH:11])=O)=[CH:4][CH:3]=1.[CH3:13][C:14]1[N:18](C(C2C=CC=CC=2)(C2C=CC=CC=2)C2C=CC=CC=2)[CH:17]=[N:16][C:15]=1[CH2:38][O:39][CH:40]1[CH2:45][CH2:44][NH:43][CH2:42][CH2:41]1.